Dataset: Catalyst prediction with 721,799 reactions and 888 catalyst types from USPTO. Task: Predict which catalyst facilitates the given reaction. (1) Reactant: [C:1]([O:5][C:6]([NH:8][C:9]([C:18]1[CH:23]=[C:22]([F:24])[CH:21]=[C:20]([F:25])[CH:19]=1)([CH3:17])[C:10](OC(C)(C)C)=[O:11])=[O:7])([CH3:4])([CH3:3])[CH3:2].[H-].[H-].[H-].[H-].[Li+].[Al+3]. Product: [C:1]([O:5][C:6](=[O:7])[NH:8][C:9]([C:18]1[CH:23]=[C:22]([F:24])[CH:21]=[C:20]([F:25])[CH:19]=1)([CH3:17])[CH:10]=[O:11])([CH3:2])([CH3:3])[CH3:4]. The catalyst class is: 1. (2) Reactant: [NH2:1][C:2]1[C:10]([OH:11])=[CH:9][CH:8]=[C:7]2[C:3]=1[C:4](=[O:30])[N:5]([C@@H:13]([C:19]1[CH:24]=[CH:23][C:22]([O:25]C)=[C:21]([O:27][CH2:28][CH3:29])[CH:20]=1)[CH2:14][S:15]([CH3:18])(=[O:17])=[O:16])[C:6]2=[O:12].I[Si](C)(C)C. Product: [NH2:1][C:2]1[C:10]([OH:11])=[CH:9][CH:8]=[C:7]2[C:3]=1[C:4](=[O:30])[N:5]([C@@H:13]([C:19]1[CH:24]=[CH:23][C:22]([OH:25])=[C:21]([O:27][CH2:28][CH3:29])[CH:20]=1)[CH2:14][S:15]([CH3:18])(=[O:17])=[O:16])[C:6]2=[O:12]. The catalyst class is: 448. (3) Reactant: Cl[S:2]([C:5]1[CH:6]=[C:7]2[C:11](=[CH:12][CH:13]=1)[NH:10][C:9](=[O:14])[CH2:8]2)(=[O:4])=[O:3].[NH:15]1CCOCC1. The catalyst class is: 4. Product: [NH2:15][S:2]([C:5]1[CH:6]=[C:7]2[C:11](=[CH:12][CH:13]=1)[NH:10][C:9](=[O:14])[CH2:8]2)(=[O:4])=[O:3]. (4) Reactant: [CH:1]1[CH:6]=[CH:5][C:4]([CH2:7][CH2:8][NH2:9])=[CH:3][CH:2]=1.[CH2:10]([O:17][C:18](=[O:30])[CH2:19][N:20]1[C:25]([CH3:26])=[C:24]([Cl:27])[N:23]=[C:22](Cl)[C:21]1=[O:29])[C:11]1[CH:16]=[CH:15][CH:14]=[CH:13][CH:12]=1. Product: [CH2:10]([O:17][C:18](=[O:30])[CH2:19][N:20]1[C:25]([CH3:26])=[C:24]([Cl:27])[N:23]=[C:22]([NH:9][CH2:8][CH2:7][C:4]2[CH:5]=[CH:6][CH:1]=[CH:2][CH:3]=2)[C:21]1=[O:29])[C:11]1[CH:12]=[CH:13][CH:14]=[CH:15][CH:16]=1. The catalyst class is: 25. (5) Reactant: [CH3:1][O:2][C:3]1[CH:16]=[CH:15][C:6]([CH2:7][NH:8][C:9]2[CH:14]=[CH:13][CH:12]=[CH:11][CH:10]=2)=[CH:5][CH:4]=1.CC(C)([O-])C.[K+].Br[C:24]1[C:25]2[N:26]([CH:31]=[CH:32][N:33]=2)[N:27]=[C:28]([Cl:30])[CH:29]=1. Product: [Cl:30][C:28]1[CH:29]=[C:24]([N:8]([CH2:7][C:6]2[CH:15]=[CH:16][C:3]([O:2][CH3:1])=[CH:4][CH:5]=2)[C:9]2[CH:14]=[CH:13][CH:12]=[CH:11][CH:10]=2)[C:25]2[N:26]([CH:31]=[CH:32][N:33]=2)[N:27]=1. The catalyst class is: 1.